From a dataset of Full USPTO retrosynthesis dataset with 1.9M reactions from patents (1976-2016). Predict the reactants needed to synthesize the given product. (1) Given the product [N:24]([CH:19]([C:9]1[N:8]([CH2:1][C:2]2[CH:7]=[CH:6][CH:5]=[CH:4][CH:3]=2)[C:13](=[O:14])[C:12]2[C:15]([CH3:18])=[N:16][S:17][C:11]=2[N:10]=1)[CH:20]([CH3:22])[CH3:21])=[N+:25]=[N-:26], predict the reactants needed to synthesize it. The reactants are: [CH2:1]([N:8]1[C:13](=[O:14])[C:12]2[C:15]([CH3:18])=[N:16][S:17][C:11]=2[N:10]=[C:9]1[CH:19](Br)[CH:20]([CH3:22])[CH3:21])[C:2]1[CH:7]=[CH:6][CH:5]=[CH:4][CH:3]=1.[N-:24]=[N+:25]=[N-:26].[Na+].[Br-]. (2) Given the product [CH3:9][O:8][C:4]1[N:3]=[C:2]([NH2:12])[CH:7]=[CH:6][CH:5]=1, predict the reactants needed to synthesize it. The reactants are: Cl[C:2]1[CH:7]=[CH:6][CH:5]=[C:4]([O:8][CH3:9])[N:3]=1.C(N)C[NH2:12]. (3) Given the product [F:40][C:37]1[CH:38]=[CH:39][C:34]([NH:33][C:2]2[N:7]=[CH:6][C:5]3[CH:8]=[C:9]([C:15]4[CH:16]=[N:17][N:18]([C:20]([O:22][C:23]([CH3:26])([CH3:25])[CH3:24])=[O:21])[CH:19]=4)[N:10]([S:11]([CH3:14])(=[O:13])=[O:12])[C:4]=3[CH:3]=2)=[N:35][CH:36]=1, predict the reactants needed to synthesize it. The reactants are: Cl[C:2]1[N:7]=[CH:6][C:5]2[CH:8]=[C:9]([C:15]3[CH:16]=[N:17][N:18]([C:20]([O:22][C:23]([CH3:26])([CH3:25])[CH3:24])=[O:21])[CH:19]=3)[N:10]([S:11]([CH3:14])(=[O:13])=[O:12])[C:4]=2[CH:3]=1.C(=O)([O-])[O-].[Cs+].[Cs+].[NH2:33][C:34]1[CH:39]=[CH:38][C:37]([F:40])=[CH:36][N:35]=1.O. (4) Given the product [CH3:21][S:22]([O:13][CH2:12][C@H:9]1[O:8][C:4]2=[N:5][CH:6]=[CH:7][C:2]([Br:1])=[C:3]2[O:11][CH2:10]1)(=[O:24])=[O:23], predict the reactants needed to synthesize it. The reactants are: [Br:1][C:2]1[CH:7]=[CH:6][N:5]=[C:4]2[O:8][CH:9]([CH2:12][OH:13])[CH2:10][O:11][C:3]=12.C(N(CC)CC)C.[CH3:21][S:22](Cl)(=[O:24])=[O:23]. (5) Given the product [N:16]1[CH:15]=[C:14]([CH2:13][N:10]2[C:11]3[C:7](=[CH:6][CH:5]=[C:4]([NH2:1])[CH:12]=3)[CH:8]=[CH:9]2)[CH:19]=[N:18][CH:17]=1, predict the reactants needed to synthesize it. The reactants are: [N+:1]([C:4]1[CH:12]=[C:11]2[C:7]([CH:8]=[CH:9][N:10]2[CH2:13][C:14]2[CH:15]=[N:16][CH:17]=[N:18][CH:19]=2)=[CH:6][CH:5]=1)([O-])=O. (6) Given the product [CH3:32][O:31][C:29]1[CH:19]=[C:18]([O:27][CH3:28])[CH:17]=[C:16]2[C:21]=1[C:22](=[O:24])[NH:23][C:14]([C:4]1[CH:5]=[C:6]([CH3:13])[C:7]([O:8][CH2:9][CH2:10][N:11]([CH3:12])[CH:34]=[O:35])=[C:2]([CH3:1])[CH:3]=1)=[N:15]2, predict the reactants needed to synthesize it. The reactants are: [CH3:1][C:2]1[CH:3]=[C:4]([C:14]2[NH:23][C:22](=[O:24])[C:21]3[C:16](=[CH:17][C:18]([O:27][CH3:28])=[CH:19]C=3OC)[N:15]=2)[CH:5]=[C:6]([CH3:13])[C:7]=1[O:8][CH2:9][CH2:10][NH:11][CH3:12].[CH:29]([O:31][CH3:32])=O.C[CH2:34][OH:35].